This data is from Reaction yield outcomes from USPTO patents with 853,638 reactions. The task is: Predict the reaction yield, written as a fraction of the theoretical maximum amount of product (1.0 means a 100% yield; for example, 0.34 means a 34% yield). (1) The reactants are [C:1]([CH2:3][C:4](OCC)=O)#[N:2].[H-].[Na+].[Cl:11][C:12]1[CH:13]=[C:14]([F:19])C(F)=[N:16][CH:17]=1.O. The catalyst is CS(C)=O. The product is [Cl:11][C:12]1[CH:13]=[C:14]([F:19])[C:4]([CH2:3][C:1]#[N:2])=[N:16][CH:17]=1. The yield is 0.370. (2) The catalyst is ClCCl.C([O-])(=O)C.[Cu+2].C([O-])(=O)C. The yield is 0.290. The product is [CH3:1][O:2][C:3]([C:5]1[N:6]=[C:7]([CH2:15][CH2:16][S:17][CH3:18])[C:8]2[C:13]([CH:14]=1)=[CH:12][CH:11]=[CH:10][CH:9]=2)=[O:4]. The reactants are [CH3:1][O:2][C:3]([CH:5]1[CH2:14][C:13]2[C:8](=[CH:9][CH:10]=[CH:11][CH:12]=2)[C:7]([CH2:15][CH2:16][S:17][CH3:18])=[N:6]1)=[O:4]. (3) The reactants are [Cl:1][C:2]1[CH:7]=[CH:6][C:5]([O:8][CH3:9])=[CH:4][C:3]=1[C:10]1[CH:20]=[C:19]([CH3:21])[C:13]2[N:14]=[C:15]([NH2:18])[N:16]=[N:17][C:12]=2[CH:11]=1.[N:22]1([CH2:27][CH2:28][NH:29][C:30]([C:32]2[CH:37]=[CH:36][C:35](Br)=[CH:34][N:33]=2)=[O:31])[CH2:26][CH2:25][CH2:24][CH2:23]1.C(=O)([O-])[O-].[Cs+].[Cs+].C1(P(C2C=CC=CC=2)C2C3OC4C(=CC=CC=4P(C4C=CC=CC=4)C4C=CC=CC=4)C(C)(C)C=3C=CC=2)C=CC=CC=1. The catalyst is [Pd].[Pd].C(=CC(C=CC1C=CC=CC=1)=O)C1C=CC=CC=1.C(=CC(C=CC1C=CC=CC=1)=O)C1C=CC=CC=1.C(=CC(C=CC1C=CC=CC=1)=O)C1C=CC=CC=1.CO.C(Cl)Cl. The product is [N:22]1([CH2:27][CH2:28][NH:29][C:30]([C:32]2[CH:37]=[CH:36][C:35]([NH:18][C:15]3[N:16]=[N:17][C:12]4[CH:11]=[C:10]([C:3]5[CH:4]=[C:5]([O:8][CH3:9])[CH:6]=[CH:7][C:2]=5[Cl:1])[CH:20]=[C:19]([CH3:21])[C:13]=4[N:14]=3)=[CH:34][N:33]=2)=[O:31])[CH2:26][CH2:25][CH2:24][CH2:23]1. The yield is 0.550. (4) The reactants are [C:1]1([CH2:7][CH2:8][CH2:9][CH2:10]NC=O)[CH:6]=[CH:5][CH:4]=[CH:3][CH:2]=1.C(N(CC)CC)C.ClC(Cl)(OC(=O)OC(Cl)(Cl)Cl)Cl.[Se].[CH2:34]([N:41]=[C:42]=[Se:43])[C:35]1C=CC=CC=1. The catalyst is C(Cl)Cl. The product is [C:1]1([CH2:7][CH2:8][CH2:9][CH2:10][CH2:35][CH2:34][N:41]=[C:42]=[Se:43])[CH:2]=[CH:3][CH:4]=[CH:5][CH:6]=1. The yield is 0.950. (5) The reactants are CN(C=O)C.[C:6]([Cl:11])(=O)[C:7](Cl)=O.[N:12]1[C:17]2[S:18][CH:19]=[CH:20]C=2C(=O)[NH:14][CH:13]=1.O. The catalyst is ClCCl. The product is [Cl:11][C:6]1[C:7]2[CH:20]=[CH:19][S:18][C:17]=2[N:12]=[CH:13][N:14]=1. The yield is 0.960.